From a dataset of Retrosynthesis with 50K atom-mapped reactions and 10 reaction types from USPTO. Predict the reactants needed to synthesize the given product. (1) Given the product COc1ccc(-c2cccc(C(=O)O)c2)c(OC)c1, predict the reactants needed to synthesize it. The reactants are: COC(=O)c1cccc(-c2ccc(OC)cc2OC)c1. (2) Given the product Cc1cccc(C)[n+]1[O-], predict the reactants needed to synthesize it. The reactants are: Cc1cccc(C)n1.O=S(=O)([O-])[O-]. (3) Given the product Clc1cc(Cl)c(CBr)cn1, predict the reactants needed to synthesize it. The reactants are: Cc1cnc(Cl)cc1Cl.O=C1CCC(=O)N1Br. (4) Given the product O=c1c2c(c3cccnc3n1-c1ccccc1)OCC(O)C2, predict the reactants needed to synthesize it. The reactants are: CC(=O)OC1COc2c(c(=O)n(-c3ccccc3)c3ncccc23)C1. (5) Given the product CC[C@@]1(O)CC[C@@]2(Cc3ccccc3)c3ccc(C(=O)Nc4ccccc4N)cc3CCC[C@H]2C1, predict the reactants needed to synthesize it. The reactants are: CC[C@@]1(O)CC[C@@]2(Cc3ccccc3)c3ccc(C(=O)OC)cc3CCC[C@H]2C1.Nc1ccccc1N. (6) Given the product CCC(c1ccc(N(C)S(=O)(=O)c2ccccc2)cc1)c1cccn1CCOC, predict the reactants needed to synthesize it. The reactants are: CCC(O)(c1ccc(N(C)S(=O)(=O)c2ccccc2)cc1)c1cccn1CCOC.